Dataset: Forward reaction prediction with 1.9M reactions from USPTO patents (1976-2016). Task: Predict the product of the given reaction. (1) Given the reactants [OH:1][C:2]1[C:7]([CH3:8])=[C:6]([OH:9])[CH:5]=[CH:4][C:3]=1[C:10](=[O:15])[CH2:11][CH:12]([CH3:14])[CH3:13].Br[CH2:17][CH2:18][CH2:19][CH2:20][CH2:21][N:22]1[C:26]2[CH:27]=[CH:28][CH:29]=[CH:30][C:25]=2[N:24]=[C:23]1[C:31]1[CH:36]=[CH:35][CH:34]=[CH:33][CH:32]=1, predict the reaction product. The product is: [OH:1][C:2]1[C:7]([CH3:8])=[C:6]([O:9][CH2:17][CH2:18][CH2:19][CH2:20][CH2:21][N:22]2[C:26]3[CH:27]=[CH:28][CH:29]=[CH:30][C:25]=3[N:24]=[C:23]2[C:31]2[CH:32]=[CH:33][CH:34]=[CH:35][CH:36]=2)[CH:5]=[CH:4][C:3]=1[C:10](=[O:15])[CH2:11][CH:12]([CH3:13])[CH3:14]. (2) Given the reactants [CH:1]1([C:4]2[CH:8]=[C:7]([NH:9][C:10](=[O:18])OC3C=CC=CC=3)[N:6]([C:19]3[CH:24]=[CH:23][CH:22]=[CH:21][CH:20]=3)[N:5]=2)[CH2:3][CH2:2]1.[CH3:25][O:26][C:27]1[CH:28]=[C:29]2[C:34](=[CH:35][C:36]=1[O:37][CH3:38])[N:33]=[CH:32][N:31]=[C:30]2[O:39][C:40]1[CH:41]=[C:42]([CH:44]=[CH:45][CH:46]=1)[NH2:43].O, predict the reaction product. The product is: [CH:1]1([C:4]2[CH:8]=[C:7]([NH:9][C:10]([NH:43][C:42]3[CH:44]=[CH:45][CH:46]=[C:40]([O:39][C:30]4[C:29]5[C:34](=[CH:35][C:36]([O:37][CH3:38])=[C:27]([O:26][CH3:25])[CH:28]=5)[N:33]=[CH:32][N:31]=4)[CH:41]=3)=[O:18])[N:6]([C:19]3[CH:20]=[CH:21][CH:22]=[CH:23][CH:24]=3)[N:5]=2)[CH2:2][CH2:3]1. (3) Given the reactants [F:1][C:2]1[CH:7]=[CH:6][CH:5]=[C:4]([I:8])[C:3]=1[O:9]C.B(Br)(Br)Br.C(=O)(O)[O-].[Na+], predict the reaction product. The product is: [F:1][C:2]1[CH:7]=[CH:6][CH:5]=[C:4]([I:8])[C:3]=1[OH:9]. (4) Given the reactants F[C:2](F)(F)[C:3]([O-])=O.[CH2:8]([NH2:12])[CH:9]([CH3:11])[CH3:10].[S:13]1[CH:17]=[CH:16][N:15]=[C:14]1[N:18]1[CH:22]=[CH:21][CH:20]=[C:19]1[CH:23]=O, predict the reaction product. The product is: [CH3:10][CH:9]([CH3:11])[CH2:8][N:12]([CH2:23][C:19]1[N:18]([C:14]2[S:13][CH:2]=[CH:3][N:15]=2)[CH:22]=[CH:21][CH:20]=1)[CH2:23][C:19]1[N:18]([C:14]2[S:13][CH:17]=[CH:16][N:15]=2)[CH:22]=[CH:21][CH:20]=1. (5) Given the reactants [C:1](Cl)(=[O:3])[CH3:2].[Cl-].[Al+3].[Cl-].[Cl-].[CH2:9]([CH:11]([CH2:17][C:18]1[CH:23]=[CH:22][C:21]([O:24][CH3:25])=[CH:20][CH:19]=1)[C:12]([O:14][CH2:15][CH3:16])=[O:13])[CH3:10], predict the reaction product. The product is: [C:1]([C:22]1[CH:23]=[C:18]([CH2:17][CH:11]([CH2:9][CH3:10])[C:12]([O:14][CH2:15][CH3:16])=[O:13])[CH:19]=[CH:20][C:21]=1[O:24][CH3:25])(=[O:3])[CH3:2].